The task is: Predict the product of the given reaction.. This data is from Forward reaction prediction with 1.9M reactions from USPTO patents (1976-2016). (1) The product is: [Br:6][C:7]1[CH:8]=[C:9]2[C:11]([C:16]([CH3:18])=[CH:14][CH:15]=[N:10]2)=[CH:12][CH:13]=1. Given the reactants OS(O)(=O)=O.[Br:6][C:7]1[CH:8]=[C:9]([CH:11]=[CH:12][CH:13]=1)[NH2:10].[CH:14]([C:16]([CH3:18])=O)=[CH2:15], predict the reaction product. (2) The product is: [OH:4][C@H:5]1[CH2:22][CH2:21][C@@:20]2([CH3:23])[C:7](=[CH:8][CH2:9][C@@H:10]3[C@@H:19]2[CH2:18][CH2:17][C@@:15]2([CH3:16])[C@H:11]3[CH2:12][CH:13]=[C:14]2[N:24]2[C:28]3[CH:29]=[CH:30][CH:31]=[CH:32][C:27]=3[N:26]=[CH:25]2)[CH2:6]1. Given the reactants C([O:4][C@H:5]1[CH2:22][CH2:21][C@@:20]2([CH3:23])[C:7](=[CH:8][CH2:9][C@@H:10]3[C@@H:19]2[CH2:18][CH2:17][C@@:15]2([CH3:16])[C@H:11]3[CH2:12][CH:13]=[C:14]2[N:24]2[C:28]3[CH:29]=[CH:30][CH:31]=[CH:32][C:27]=3[N:26]=[CH:25]2)[CH2:6]1)(=O)C.[OH-].[K+], predict the reaction product.